Dataset: NCI-60 drug combinations with 297,098 pairs across 59 cell lines. Task: Regression. Given two drug SMILES strings and cell line genomic features, predict the synergy score measuring deviation from expected non-interaction effect. (1) Drug 1: CC1=C2C(C(=O)C3(C(CC4C(C3C(C(C2(C)C)(CC1OC(=O)C(C(C5=CC=CC=C5)NC(=O)OC(C)(C)C)O)O)OC(=O)C6=CC=CC=C6)(CO4)OC(=O)C)OC)C)OC. Drug 2: C1C(C(OC1N2C=C(C(=O)NC2=O)F)CO)O. Cell line: M14. Synergy scores: CSS=50.5, Synergy_ZIP=0.903, Synergy_Bliss=-0.665, Synergy_Loewe=-10.6, Synergy_HSA=3.35. (2) Drug 1: CC(C1=C(C=CC(=C1Cl)F)Cl)OC2=C(N=CC(=C2)C3=CN(N=C3)C4CCNCC4)N. Drug 2: COC1=C2C(=CC3=C1OC=C3)C=CC(=O)O2. Cell line: MDA-MB-435. Synergy scores: CSS=12.3, Synergy_ZIP=-1.33, Synergy_Bliss=4.30, Synergy_Loewe=-12.2, Synergy_HSA=0.505.